From a dataset of Forward reaction prediction with 1.9M reactions from USPTO patents (1976-2016). Predict the product of the given reaction. (1) The product is: [ClH:4].[C:27]([C:24]1[CH:25]=[CH:26][C:21]([C:20]([N:17]2[C@@H:18]([CH3:19])[C@H:12]([NH2:11])[C:13](=[O:35])[NH:14][C:15]3[CH:34]=[CH:33][CH:32]=[CH:31][C:16]2=3)=[O:30])=[CH:22][CH:23]=1)(=[O:29])[CH3:28]. Given the reactants C([Cl:4])(=O)C.C(OC(=O)[NH:11][C@H:12]1[C@H:18]([CH3:19])[N:17]([C:20](=[O:30])[C:21]2[CH:26]=[CH:25][C:24]([C:27](=[O:29])[CH3:28])=[CH:23][CH:22]=2)[C:16]2[CH:31]=[CH:32][CH:33]=[CH:34][C:15]=2[NH:14][C:13]1=[O:35])(C)(C)C, predict the reaction product. (2) Given the reactants [NH2:1][C:2]1[C:3]([F:23])=[CH:4][C:5]([Cl:22])=[C:6]([C:8]2[C:9](=[O:21])[N:10]([CH2:19][CH3:20])[C:11]3[C:16]([CH:17]=2)=[CH:15][N:14]=[C:13](Cl)[CH:12]=3)[CH:7]=1.[O:24]1[CH2:28][CH2:27][CH:26]([NH2:29])[CH2:25]1.C1CCN2C(=NCCC2)CC1, predict the reaction product. The product is: [NH2:1][C:2]1[C:3]([F:23])=[CH:4][C:5]([Cl:22])=[C:6]([C:8]2[C:9](=[O:21])[N:10]([CH2:19][CH3:20])[C:11]3[C:16]([CH:17]=2)=[CH:15][N:14]=[C:13]([NH:29][CH:26]2[CH2:27][CH2:28][O:24][CH2:25]2)[CH:12]=3)[CH:7]=1. (3) Given the reactants C(N(CC)CC)C.[C:8](OC(=O)C)(=[O:10])[CH3:9].C(Cl)Cl.[CH3:18][C:19]1([CH3:52])[NH:24][CH2:23][CH2:22][N:21]([C:25]2[N:26]([CH2:47][C:48]([F:51])([F:50])[F:49])[C:27]3[C:32]([N:33]=2)=[C:31]([N:34]2[CH2:39][CH2:38][O:37][CH2:36][CH2:35]2)[N:30]=[C:29]([C:40]2[CH:41]=[N:42][C:43]([NH2:46])=[N:44][CH:45]=2)[N:28]=3)[CH2:20]1, predict the reaction product. The product is: [C:8]([N:24]1[CH2:23][CH2:22][N:21]([C:25]2[N:26]([CH2:47][C:48]([F:51])([F:49])[F:50])[C:27]3[C:32]([N:33]=2)=[C:31]([N:34]2[CH2:35][CH2:36][O:37][CH2:38][CH2:39]2)[N:30]=[C:29]([C:40]2[CH:45]=[N:44][C:43]([NH2:46])=[N:42][CH:41]=2)[N:28]=3)[CH2:20][C:19]1([CH3:52])[CH3:18])(=[O:10])[CH3:9].